Dataset: Forward reaction prediction with 1.9M reactions from USPTO patents (1976-2016). Task: Predict the product of the given reaction. (1) Given the reactants [CH3:1][C:2]1([CH2:6][OH:7])[CH2:5][O:4][CH2:3]1.[H-].[Na+].F[C:11]1[CH:16]=[CH:15][C:14]([N+:17]([O-:19])=[O:18])=[CH:13][C:12]=1[N:20]1[C:24](=[O:25])[N:23]([CH3:26])[N:22]=[N:21]1.C(OCC)(=O)C, predict the reaction product. The product is: [CH3:1][C:2]1([CH2:6][O:7][C:11]2[CH:16]=[CH:15][C:14]([N+:17]([O-:19])=[O:18])=[CH:13][C:12]=2[N:20]2[C:24](=[O:25])[N:23]([CH3:26])[N:22]=[N:21]2)[CH2:5][O:4][CH2:3]1. (2) The product is: [OH:8][C:9]1[C:10]([C:38]([NH:40][CH2:41][C:42]([OH:44])=[O:43])=[O:39])=[N:11][C:12]([CH2:16][CH:17]2[CH2:22][CH2:21][N:20]([C:23]3[CH:28]=[CH:27][C:26]([C:29]4[CH:34]=[CH:33][C:32]([CH:35]([OH:37])[CH3:36])=[CH:31][N:30]=4)=[CH:25][CH:24]=3)[CH2:19][CH2:18]2)=[N:13][C:14]=1[CH3:15]. Given the reactants C([O:8][C:9]1[C:10]([C:38]([NH:40][CH2:41][C:42]([O:44]CC2C=CC=CC=2)=[O:43])=[O:39])=[N:11][C:12]([CH2:16][CH:17]2[CH2:22][CH2:21][N:20]([C:23]3[CH:28]=[CH:27][C:26]([C:29]4[CH:34]=[CH:33][C:32]([CH:35]([OH:37])[CH3:36])=[CH:31][N:30]=4)=[CH:25][CH:24]=3)[CH2:19][CH2:18]2)=[N:13][C:14]=1[CH3:15])C1C=CC=CC=1, predict the reaction product. (3) The product is: [CH:18](=[C:22]1[CH2:27][CH2:26][N:25]([CH2:13][C@@H:12]([CH3:15])[CH2:11][N:6]2[C:5]3[CH:16]=[CH:17][C:2]([F:1])=[CH:3][C:4]=3[O:9][CH2:8][C:7]2=[O:10])[CH2:24][CH2:23]1)[CH2:19][CH2:20][CH3:21]. Given the reactants [F:1][C:2]1[CH:17]=[CH:16][C:5]2[N:6]([CH2:11][C@H:12]([CH3:15])[CH2:13]I)[C:7](=[O:10])[CH2:8][O:9][C:4]=2[CH:3]=1.[CH:18](=[C:22]1[CH2:27][CH2:26][NH:25][CH2:24][CH2:23]1)[CH2:19][CH2:20][CH3:21], predict the reaction product. (4) Given the reactants [CH2:1]([O:8][C:9]1[CH:10]=[C:11]2[C:16](=[CH:17][CH:18]=1)[N:15]=[CH:14][CH:13]=[C:12]2[OH:19])[C:2]1[CH:7]=[CH:6][CH:5]=[CH:4][CH:3]=1.[N+:20]([O-])([OH:22])=[O:21], predict the reaction product. The product is: [CH2:1]([O:8][C:9]1[CH:10]=[C:11]2[C:16](=[CH:17][CH:18]=1)[N:15]=[CH:14][C:13]([N+:20]([O-:22])=[O:21])=[C:12]2[OH:19])[C:2]1[CH:3]=[CH:4][CH:5]=[CH:6][CH:7]=1. (5) Given the reactants [Cl:1][C:2]1[CH:3]=[CH:4][C:5]2[N:11]3[CH:12]=[CH:13][CH:14]=[C:10]3[C@@H:9]([CH2:15][CH2:16][N:17]3[NH:21][N:20]=[C:19]([CH2:22][C:23]([O:25]CC)=[O:24])[NH:18]3)[O:8][C@H:7]([C:28]3[CH:33]=[CH:32][CH:31]=[C:30]([O:34][CH3:35])[C:29]=3[O:36][CH3:37])[C:6]=2[CH:38]=1.C(=O)([O-])[O-].[K+].[K+], predict the reaction product. The product is: [Cl:1][C:2]1[CH:3]=[CH:4][C:5]2[N:11]3[CH:12]=[CH:13][CH:14]=[C:10]3[C@@H:9]([CH2:15][CH2:16][N:17]3[NH:21][N:20]=[C:19]([CH2:22][C:23]([OH:25])=[O:24])[NH:18]3)[O:8][C@H:7]([C:28]3[CH:33]=[CH:32][CH:31]=[C:30]([O:34][CH3:35])[C:29]=3[O:36][CH3:37])[C:6]=2[CH:38]=1. (6) Given the reactants [C:1]1([C:7]2[N:11]3[CH:12]=[CH:13][N:14]=[C:15]([NH2:16])[C:10]3=[N:9][CH:8]=2)[CH:6]=[CH:5][CH:4]=[CH:3][CH:2]=1.[CH2:17]([N:21]=[C:22]=[O:23])[CH2:18][CH2:19][CH3:20], predict the reaction product. The product is: [CH2:17]([NH:21][C:22]([NH:16][C:15]1[C:10]2[N:11]([C:7]([C:1]3[CH:2]=[CH:3][CH:4]=[CH:5][CH:6]=3)=[CH:8][N:9]=2)[CH:12]=[CH:13][N:14]=1)=[O:23])[CH2:18][CH2:19][CH3:20]. (7) The product is: [C:1]1([C:7]#[C:8][C:9]2[CH2:13][C:12]3([CH2:14][CH2:15][C:30]4([O:34][CH2:33][CH2:32][O:31]4)[CH2:17][CH2:18]3)[O:11][N:10]=2)[CH:2]=[CH:3][CH:4]=[CH:5][CH:6]=1. Given the reactants [C:1]1([C:7]#[C:8][C:9]2[CH2:13][C:12]3([CH2:18][CH2:17]N(C(OC(C)(C)C)=O)[CH2:15][CH2:14]3)[O:11][N:10]=2)[CH:6]=[CH:5][CH:4]=[CH:3][CH:2]=1.C=C1CC[C:30]2([O:34][CH2:33][CH2:32][O:31]2)CC1, predict the reaction product. (8) Given the reactants Br[CH2:2][C:3]1[CH:4]=[C:5]([CH:14]=[CH:15][CH:16]=1)[O:6][Si](C(C)(C)C)(C)C.[OH:17][C:18]1[CH:19]=[C:20]2[C:25](=[CH:26][CH:27]=1)[C@H:24]([C:28]([O:30][CH3:31])=[O:29])[N:23]([C:32]([O:34][C:35]([CH3:38])([CH3:37])[CH3:36])=[O:33])[CH2:22][CH2:21]2.[F-].C([N+](CCCC)(CCCC)CCCC)CCC, predict the reaction product. The product is: [OH:6][C:5]1[CH:4]=[C:3]([CH:16]=[CH:15][CH:14]=1)[CH2:2][O:17][C:18]1[CH:19]=[C:20]2[C:25](=[CH:26][CH:27]=1)[C@H:24]([C:28]([O:30][CH3:31])=[O:29])[N:23]([C:32]([O:34][C:35]([CH3:38])([CH3:37])[CH3:36])=[O:33])[CH2:22][CH2:21]2.